This data is from Forward reaction prediction with 1.9M reactions from USPTO patents (1976-2016). The task is: Predict the product of the given reaction. (1) Given the reactants Cl[C:2]1[N:7]=[C:6]([CH3:8])[C:5]([C:9]#[N:10])=[CH:4][CH:3]=1.[CH3:11][O:12][Na], predict the reaction product. The product is: [CH3:11][O:12][C:2]1[N:7]=[C:6]([CH3:8])[C:5]([C:9]#[N:10])=[CH:4][CH:3]=1. (2) Given the reactants [CH:1]1[C:13]2[C:12](=[CH:14][C:15]([NH:17][CH2:18][CH2:19][CH2:20][CH2:21][CH2:22][C:23](O)=[O:24])=[O:16])[C:11]3[C:6](=[CH:7][CH:8]=[CH:9][CH:10]=3)[C:5]=2[CH:4]=[CH:3][CH:2]=1.Cl.C(N=C=NCCCN(C)C)C.O[C:39]1[C:47]2[N:46]=N[NH:44][C:43]=2[CH:42]=[CH:41][CH:40]=1.C(N(CC)CC)C.C1(N)C=CC=CC=1N, predict the reaction product. The product is: [CH:10]1[C:11]2[C:12](=[CH:14][C:15]([NH:17][CH2:18][CH2:19][CH2:20][CH2:21][CH2:22][C:23]([NH:44][C:43]3[CH:42]=[CH:41][CH:40]=[CH:39][C:47]=3[NH2:46])=[O:24])=[O:16])[C:13]3[C:5](=[CH:4][CH:3]=[CH:2][CH:1]=3)[C:6]=2[CH:7]=[CH:8][CH:9]=1. (3) Given the reactants [C:1]([NH:4][C:5]([C@@H:17]1[CH2:20][C@H:19]([N:21]([CH2:29][C:30]2[CH:35]=[CH:34][CH:33]=[CH:32][CH:31]=2)[C:22](=[O:28])[O:23][C:24]([CH3:27])([CH3:26])[CH3:25])[CH2:18]1)([CH2:13][CH2:14][CH:15]=[CH2:16])[C:6]([NH:8][C:9]([CH3:12])([CH3:11])[CH3:10])=[O:7])(=[O:3])[CH3:2].[CH3:36][C:37]1([CH3:44])[C:41]([CH3:43])([CH3:42])[O:40][BH:39][O:38]1.O, predict the reaction product. The product is: [C:1]([NH:4][C:5]([C@@H:17]1[CH2:18][C@H:19]([N:21]([CH2:29][C:30]2[CH:35]=[CH:34][CH:33]=[CH:32][CH:31]=2)[C:22](=[O:28])[O:23][C:24]([CH3:25])([CH3:26])[CH3:27])[CH2:20]1)([CH2:13][CH2:14][CH2:15][CH2:16][B:39]1[O:40][C:41]([CH3:43])([CH3:42])[C:37]([CH3:44])([CH3:36])[O:38]1)[C:6]([NH:8][C:9]([CH3:10])([CH3:11])[CH3:12])=[O:7])(=[O:3])[CH3:2]. (4) Given the reactants C(OC([NH:8][CH2:9][C:10]([O:12][CH2:13][C:14]([F:41])([F:40])[CH2:15][N:16]1[C:20]([C:21]2[CH:26]=[CH:25][C:24]([F:27])=[CH:23][CH:22]=2)=[C:19]([C:28]2[CH:29]=[CH:30][C:31]3[O:36][CH2:35][C:34](=[O:37])[NH:33][C:32]=3[CH:38]=2)[C:18]([CH3:39])=[N:17]1)=[O:11])=O)(C)(C)C.Cl, predict the reaction product. The product is: [NH2:8][CH2:9][C:10]([O:12][CH2:13][C:14]([F:40])([F:41])[CH2:15][N:16]1[C:20]([C:21]2[CH:26]=[CH:25][C:24]([F:27])=[CH:23][CH:22]=2)=[C:19]([C:28]2[CH:29]=[CH:30][C:31]3[O:36][CH2:35][C:34](=[O:37])[NH:33][C:32]=3[CH:38]=2)[C:18]([CH3:39])=[N:17]1)=[O:11]. (5) Given the reactants [C:1]([C:4]1[C:12]2[C:7](=[CH:8][CH:9]=[C:10]([O:13][CH2:14][C:15]3[N:20]=CC=[CH:17][N:16]=3)[CH:11]=2)[N:6]([CH2:21][C:22]([OH:24])=[O:23])[N:5]=1)(=[O:3])[CH3:2].ClC[C:27]1N=CN(C)[N:28]=1.ClCC1N=CC=CN=1, predict the reaction product. The product is: [C:1]([C:4]1[C:12]2[C:7](=[CH:8][CH:9]=[C:10]([O:13][CH2:14][C:15]3[N:16]=[CH:17][N:28]([CH3:27])[N:20]=3)[CH:11]=2)[N:6]([CH2:21][C:22]([OH:24])=[O:23])[N:5]=1)(=[O:3])[CH3:2]. (6) The product is: [OH:3][C:4]1([OH:20])[CH2:7][CH:6]([C:8]([OH:10])=[O:9])[CH2:5]1. Given the reactants Cl.C[O:3][C:4]1([O:20]C)[CH2:7][C:6](C(OC(C)C)=O)([C:8]([O:10]C(C)C)=[O:9])[CH2:5]1, predict the reaction product. (7) Given the reactants [OH-].[Na+].[OH:3][C:4]1[CH:11]=[C:10]([O:12][CH3:13])[CH:9]=[CH:8][C:5]=1[CH:6]=[O:7].Cl[CH2:15][C:16]([OH:18])=[O:17].Cl, predict the reaction product. The product is: [CH:6]([C:5]1[CH:8]=[CH:9][C:10]([O:12][CH3:13])=[CH:11][C:4]=1[O:3][CH2:15][C:16]([OH:18])=[O:17])=[O:7].